Dataset: Forward reaction prediction with 1.9M reactions from USPTO patents (1976-2016). Task: Predict the product of the given reaction. (1) Given the reactants [C:1](Cl)(=[O:5])[C:2](Cl)=[O:3].[CH3:7][C:8]1[CH:29]=[CH:28][C:11]([CH2:12][N:13]2[C:21]3[C:16](=[CH:17][C:18]([C:22]4[CH:27]=[CH:26][CH:25]=[CH:24][CH:23]=4)=[CH:19][CH:20]=3)[CH:15]=[CH:14]2)=[CH:10][CH:9]=1.C1C[O:33]CC1, predict the reaction product. The product is: [CH3:7][C:8]1[CH:9]=[CH:10][C:11]([CH2:12][N:13]2[C:21]3[C:16](=[CH:17][C:18]([C:22]4[CH:27]=[CH:26][CH:25]=[CH:24][CH:23]=4)=[CH:19][CH:20]=3)[C:15]([C:1](=[O:5])[C:2]([OH:33])=[O:3])=[CH:14]2)=[CH:28][CH:29]=1. (2) Given the reactants I[C:2]1[C:15]2[CH2:14][C:13]3[C:8](=[CH:9][CH:10]=[CH:11][CH:12]=3)[NH:7][C:6]=2[C:5]([C:16]([O:18][CH3:19])=[O:17])=[CH:4][CH:3]=1.[I:20]C1C=CC=C2C=1C(=O)C1C=CC=C(C(OC)=O)C=1N2.[K+].[Br-].IC1C2C(=O)C3C(=CC=CC=3)NC=2C(C(OC)=O)=CC=1.Cl.C(N(CC)CCNC(C1C2NC3C(=CC=CC=3)C(=O)C=2C(I)=CC=1)=O)C.IC1C=C2C(NC3C(C(O)=O)=CC=CC=3C2=O)=CC=1.C(N(CC)CCNC(C1C2C(=CC3C(N=2)=CC=CC=3)C(I)=CC=1)=O)C.Cl.Cl.C(N(CC)CCNC(C1C2C(=CC3C(N=2)=CC=CC=3)C=C(I)C=1)=O)C.IC1C(C(O)=O)=CC=CC=1C(O)=O.[N+](C1C=C2C(=CC=1)N=C(C(OCC)=O)C=N2)([O-])=O.C(N(CC)CCNC(C1C=CC2C(=CC=C([Sn](CCCC)(CCCC)CCCC)C=2)N=1)=O)C.IC1C=CC=C2C=1NC1C(C(O)=O)=CC=CC=1C2=O, predict the reaction product. The product is: [I:20][C:12]1[CH:11]=[CH:10][CH:9]=[C:8]2[C:13]=1[CH2:14][C:15]1[CH:2]=[CH:3][CH:4]=[C:5]([C:16]([O:18][CH3:19])=[O:17])[C:6]=1[NH:7]2. (3) Given the reactants Br[CH2:2][CH2:3][O:4][C:5]1[CH:10]=[CH:9][C:8]([N:11]2[CH:15]=[CH:14][N:13]([C:16]3[CH:21]=[CH:20][C:19]([O:22][C:23]4[CH:28]=[CH:27][CH:26]=[CH:25][CH:24]=4)=[CH:18][CH:17]=3)[C:12]2=[O:29])=[CH:7][CH:6]=1.[NH3:30].[I-].[Na+], predict the reaction product. The product is: [NH2:30][CH2:2][CH2:3][O:4][C:5]1[CH:10]=[CH:9][C:8]([N:11]2[CH:15]=[CH:14][N:13]([C:16]3[CH:21]=[CH:20][C:19]([O:22][C:23]4[CH:28]=[CH:27][CH:26]=[CH:25][CH:24]=4)=[CH:18][CH:17]=3)[C:12]2=[O:29])=[CH:7][CH:6]=1. (4) Given the reactants Cl[C:2]1[C:3]([N:25]2[CH2:30][CH2:29][CH2:28][C@H:27]([NH:31][C:32](=[O:38])[O:33][C:34]([CH3:37])([CH3:36])[CH3:35])[CH2:26]2)=[N:4][C:5]([N:8]2[C:16]3[CH:15]=[C:14]([C:17]4[CH:18]=[N:19][CH:20]=[C:21]([CH2:23][CH3:24])[CH:22]=4)[N:13]=[CH:12][C:11]=3[CH:10]=[N:9]2)=[CH:6][CH:7]=1.C(P(C12CC3CC(CC(C3)C1)C2)[C:44]12[CH2:53]C3CC(CC(C3)[CH2:45]1)C2)CCC.C(=O)([O-])[O-].[Cs+].[Cs+], predict the reaction product. The product is: [CH:53]1([C:2]2[C:3]([N:25]3[CH2:30][CH2:29][CH2:28][C@H:27]([NH:31][C:32](=[O:38])[O:33][C:34]([CH3:36])([CH3:35])[CH3:37])[CH2:26]3)=[N:4][C:5]([N:8]3[C:16]4[CH:15]=[C:14]([C:17]5[CH:18]=[N:19][CH:20]=[C:21]([CH2:23][CH3:24])[CH:22]=5)[N:13]=[CH:12][C:11]=4[CH:10]=[N:9]3)=[CH:6][CH:7]=2)[CH2:44][CH2:45]1.